From a dataset of Peptide-MHC class I binding affinity with 185,985 pairs from IEDB/IMGT. Regression. Given a peptide amino acid sequence and an MHC pseudo amino acid sequence, predict their binding affinity value. This is MHC class I binding data. The peptide sequence is FMKDGRSLVV. The MHC is HLA-B51:01 with pseudo-sequence HLA-B51:01. The binding affinity (normalized) is 0.0629.